Predict the reactants needed to synthesize the given product. From a dataset of Full USPTO retrosynthesis dataset with 1.9M reactions from patents (1976-2016). (1) Given the product [F:30][C:31]1[CH:32]=[CH:33][C:34]([S:37]([N:40]2[C:44]([C:45]3[CH:50]=[CH:49][C:48]([O:51][CH3:52])=[CH:47][CH:46]=3)=[CH:43][C:42]([CH:53]=[O:54])=[CH:41]2)(=[O:39])=[O:38])=[CH:35][CH:36]=1, predict the reactants needed to synthesize it. The reactants are: COC1C=CC(C2NC=C(C(OCC)=O)C=2)=CC=1.FC1C=CC(S(Cl)(=O)=O)=CC=1.[F:30][C:31]1[CH:36]=[CH:35][C:34]([S:37]([N:40]2[C:44]([C:45]3[CH:50]=[CH:49][C:48]([O:51][CH3:52])=[CH:47][CH:46]=3)=[CH:43][C:42]([C:53](OCC)=[O:54])=[CH:41]2)(=[O:39])=[O:38])=[CH:33][CH:32]=1. (2) Given the product [Cl:17][C:18]1[N:23]=[CH:22][C:21]([NH2:24])=[C:20]([C:32]2([CH2:33][CH3:34])[O:16][CH2:13][CH2:14][O:15]2)[CH:19]=1, predict the reactants needed to synthesize it. The reactants are: O.C1(C)C=CC(S(O)(=O)=O)=CC=1.[CH2:13]([OH:16])[CH2:14][OH:15].[Cl:17][C:18]1[N:23]=[CH:22][C:21]([NH:24]C(=O)OC(C)(C)C)=[C:20]([C:32](=O)[CH2:33][CH3:34])[CH:19]=1. (3) The reactants are: [CH2:1]([N:3]1[C:15]2[CH:14]=[CH:13][C:12]([NH2:16])=[CH:11][C:10]=2[C:9]2[C:4]1=[CH:5][CH:6]=[CH:7][CH:8]=2)[CH3:2].[C:17]([C:19]1[CH:20]=[C:21]([NH:25][C:26](=[O:34])[CH2:27][CH:28]([CH3:33])[CH2:29][C:30](O)=[O:31])[CH:22]=[CH:23][CH:24]=1)#[N:18].C1C=CC2N(O)N=NC=2C=1.CCN=C=NCCCN(C)C.C(=O)([O-])O.[Na+]. Given the product [C:17]([C:19]1[CH:20]=[C:21]([NH:25][C:26](=[O:34])[CH2:27][CH:28]([CH3:33])[CH2:29][C:30]([NH:16][C:12]2[CH:13]=[CH:14][C:15]3[N:3]([CH2:1][CH3:2])[C:4]4[C:9]([C:10]=3[CH:11]=2)=[CH:8][CH:7]=[CH:6][CH:5]=4)=[O:31])[CH:22]=[CH:23][CH:24]=1)#[N:18], predict the reactants needed to synthesize it. (4) Given the product [CH3:1][O:2][CH2:3][C@H:4]([CH3:46])[O:5][C:6]1[CH:22]=[C:21]([C:23]2[NH:24][C:25]([C:28]3[O:29][C@@H:30]([CH3:45])[C@@H:31]([CH2:33][OH:34])[N:32]=3)=[CH:26][CH:27]=2)[CH:20]=[C:8]([O:9][C:10]2[CH:15]=[N:14][C:13]([S:16]([CH3:19])(=[O:17])=[O:18])=[CH:12][CH:11]=2)[CH:7]=1, predict the reactants needed to synthesize it. The reactants are: [CH3:1][O:2][CH2:3][C@H:4]([CH3:46])[O:5][C:6]1[CH:7]=[C:8]([CH:20]=[C:21]([C:23]2[NH:24][C:25]([C:28]3[O:29][C@@H:30]([CH3:45])[C@@H:31]([CH2:33][O:34][Si](C(C)C)(C(C)C)C(C)C)[N:32]=3)=[CH:26][CH:27]=2)[CH:22]=1)[O:9][C:10]1[CH:11]=[CH:12][C:13]([S:16]([CH3:19])(=[O:18])=[O:17])=[N:14][CH:15]=1.[F-].C([N+](CCCC)(CCCC)CCCC)CCC.O. (5) Given the product [C:1]([N:5]1[CH:28]([OH:29])[C:8]2[C:7](=[CH:12][CH:11]=[C:10]([CH3:13])[CH:9]=2)[C:6]1=[O:14])([CH3:4])([CH3:3])[CH3:2], predict the reactants needed to synthesize it. The reactants are: [C:1]([NH:5][C:6](=[O:14])[C:7]1[CH:12]=[CH:11][C:10]([CH3:13])=[CH:9][CH:8]=1)([CH3:4])([CH3:3])[CH3:2].C([Li])(CC)C.C1CCCCC1.CN(C)[CH:28]=[O:29]. (6) Given the product [CH2:16]([O:8][C:5](=[O:6])[NH:4][CH2:3][C:2]#[N:1])[C:10]1[CH:15]=[CH:14][CH:13]=[CH:12][CH:11]=1, predict the reactants needed to synthesize it. The reactants are: [NH2:1][CH2:2][C:3]#[N:4].[C:5]([O-:8])(O)=[O:6].[Na+].[C:10]1([CH3:16])[CH:15]=[CH:14][CH:13]=[CH:12][CH:11]=1. (7) Given the product [NH2:16][C:15]1[C:10]([Cl:9])=[CH:11][C:12]([N:19]2[CH2:24][CH2:23][N:22]([C:25](=[O:30])[C:26]([CH3:27])([CH3:28])[CH3:29])[CH2:21][CH2:20]2)=[N:13][CH:14]=1, predict the reactants needed to synthesize it. The reactants are: S(S([O-])=O)([O-])=O.[Na+].[Na+].[Cl:9][C:10]1[C:15]([N+:16]([O-])=O)=[CH:14][N:13]=[C:12]([N:19]2[CH2:24][CH2:23][N:22]([C:25](=[O:30])[C:26]([CH3:29])([CH3:28])[CH3:27])[CH2:21][CH2:20]2)[CH:11]=1.O1CCCC1.N.